From a dataset of Reaction yield outcomes from USPTO patents with 853,638 reactions. Predict the reaction yield, written as a fraction of the theoretical maximum amount of product (1.0 means a 100% yield; for example, 0.34 means a 34% yield). (1) The reactants are [N+:1]([C:4]1[CH:5]=[C:6](B(O)O)[CH:7]=[CH:8][CH:9]=1)([O-:3])=[O:2].C([O-])([O-])=O.[Cs+].[Cs+].[Cl:19][C:20]1[N:27]=[C:26](Cl)[CH:25]=[CH:24][C:21]=1[C:22]#[N:23].C(Cl)Cl. The catalyst is O1CCOCC1.C1C=CC(P(C2C=CC=CC=2)[C-]2C=CC=C2)=CC=1.C1C=CC(P(C2C=CC=CC=2)[C-]2C=CC=C2)=CC=1.Cl[Pd]Cl.[Fe+2]. The product is [Cl:19][C:20]1[N:27]=[C:26]([C:6]2[CH:7]=[CH:8][CH:9]=[C:4]([N+:1]([O-:3])=[O:2])[CH:5]=2)[CH:25]=[CH:24][C:21]=1[C:22]#[N:23]. The yield is 0.210. (2) The reactants are BrC1C=CC2OCCN3C(CCl)=[C:13](I)[N:14]=C3C=2C=1.CC1NC2C=CC=CC=2N=1.C([O-])([O-])=[O:30].[Cs+].[Cs+].Br[C:36]1[CH:37]=[CH:38][C:39]2[O:45][CH2:44][CH2:43][N:42]3[C:46]([CH2:50][N:51]4[C:55]5[CH:56]=[CH:57][CH:58]=[CH:59][C:54]=5[N:53]=[C:52]4[CH3:60])=[C:47](I)[N:48]=[C:41]3[C:40]=2[CH:61]=1.C[Si](N[Si](C)(C)C)(C)C.[CH3:71][C:72]1[O:76][N:75]=[C:74]([C@:77]([OH:81])([C:79]#[CH:80])[CH3:78])[CH:73]=1. The catalyst is CN(C)C=O.O.CS(C)=O.BrC1C=CC2OCCN3C(CN4C5C=CC=CC=5N=C4C)=C(C(N)=O)N=C3C=2C=1.C1C=CC(P(C2C=CC=CC=2)[C-]2C=CC=C2)=CC=1.C1C=CC(P(C2C=CC=CC=2)[C-]2C=CC=C2)=CC=1.Cl[Pd]Cl.[Fe+2].C1C=CC([P]([Pd]([P](C2C=CC=CC=2)(C2C=CC=CC=2)C2C=CC=CC=2)([P](C2C=CC=CC=2)(C2C=CC=CC=2)C2C=CC=CC=2)[P](C2C=CC=CC=2)(C2C=CC=CC=2)C2C=CC=CC=2)(C2C=CC=CC=2)C2C=CC=CC=2)=CC=1. The product is [OH:81][C@:77]([C:74]1[CH:73]=[C:72]([CH3:71])[O:76][N:75]=1)([CH3:78])[C:79]#[C:80][C:36]1[CH:37]=[CH:38][C:39]2[O:45][CH2:44][CH2:43][N:42]3[C:46]([CH2:50][N:51]4[C:55]5[CH:56]=[CH:57][CH:58]=[CH:59][C:54]=5[N:53]=[C:52]4[CH3:60])=[C:47]([C:13]([NH2:14])=[O:30])[N:48]=[C:41]3[C:40]=2[CH:61]=1. The yield is 0.310. (3) The reactants are [Cl:1][C:2]1[CH:7]=[C:6](Cl)[N:5]2[N:9]=[CH:10][CH:11]=[C:4]2[N:3]=1.[CH2:12]([SH:19])[C:13]1[CH:18]=[CH:17][CH:16]=[CH:15][CH:14]=1.C(N(CC)CC)C.C(#N)C. The catalyst is O. The product is [CH2:12]([S:19][C:6]1[N:5]2[N:9]=[CH:10][CH:11]=[C:4]2[N:3]=[C:2]([Cl:1])[CH:7]=1)[C:13]1[CH:18]=[CH:17][CH:16]=[CH:15][CH:14]=1. The yield is 0.960. (4) The product is [NH2:15][C:16]1[S:20][C:19]([C:21]2[C:22]([F:28])=[CH:23][CH:24]=[CH:25][C:26]=2[F:27])=[N:18][C:17]=1[C:29]([NH:31][C:32]1[C:33]([N:41]2[CH2:46][CH2:45][CH2:44][C@H:43]([NH2:47])[CH2:42]2)=[C:34]2[S:40][CH:39]=[CH:38][C:35]2=[N:36][CH:37]=1)=[O:30]. The yield is 0.510. The catalyst is C(Cl)Cl. The reactants are C(O)(C(F)(F)F)=O.C(OC([NH:15][C:16]1[S:20][C:19]([C:21]2[C:26]([F:27])=[CH:25][CH:24]=[CH:23][C:22]=2[F:28])=[N:18][C:17]=1[C:29]([NH:31][C:32]1[C:33]([N:41]2[CH2:46][CH2:45][CH2:44][C@H:43]([NH:47]C(=O)OC(C)(C)C)[CH2:42]2)=[C:34]2[S:40][CH:39]=[CH:38][C:35]2=[N:36][CH:37]=1)=[O:30])=O)(C)(C)C. (5) The reactants are [NH:1]1[CH:5]=[C:4]([C:6]([O:8][CH2:9][CH3:10])=[O:7])[CH:3]=[N:2]1.Cl[CH2:12][C:13]1[C:14]([CH3:19])=[N:15][O:16][C:17]=1[CH3:18].C(=O)([O-])[O-].[Cs+].[Cs+]. The catalyst is CN(C=O)C.Cl. The product is [CH3:19][C:14]1[C:13]([CH2:12][N:1]2[CH:5]=[C:4]([C:6]([O:8][CH2:9][CH3:10])=[O:7])[CH:3]=[N:2]2)=[C:17]([CH3:18])[O:16][N:15]=1. The yield is 0.800.